From a dataset of Forward reaction prediction with 1.9M reactions from USPTO patents (1976-2016). Predict the product of the given reaction. Given the reactants ClC1N=C(NCC#C)N=C(NCC#C)N=1.FC1C=CC(CN)=CC=1.[F:25][C:26]1[CH:47]=[CH:46][C:29]([CH2:30][NH:31][C:32]2[N:37]=[C:36]([NH:38][CH2:39][CH2:40][CH3:41])[N:35]=[C:34]([NH:42][CH2:43][CH2:44][CH3:45])[N:33]=2)=[CH:28][CH:27]=1, predict the reaction product. The product is: [F:25][C:26]1[CH:27]=[CH:28][C:29]([CH2:30][NH:31][C:32]2[N:33]=[C:34]([NH:42][CH2:43][C:44]#[CH:45])[N:35]=[C:36]([NH:38][CH2:39][C:40]#[CH:41])[N:37]=2)=[CH:46][CH:47]=1.